From a dataset of Reaction yield outcomes from USPTO patents with 853,638 reactions. Predict the reaction yield, written as a fraction of the theoretical maximum amount of product (1.0 means a 100% yield; for example, 0.34 means a 34% yield). The reactants are Br[C:2]1[CH:7]=[CH:6][C:5]2[C:8]3[CH2:14][CH2:13][CH2:12][N:11]([C:15]([O:17][C:18]([CH3:21])([CH3:20])[CH3:19])=[O:16])[CH2:10][C:9]=3[S:22][C:4]=2[CH:3]=1.[F:23][C:24]1[CH:25]=[CH:26][C:27]([CH2:30][O:31][C:32]2[CH:37]=[CH:36][NH:35][C:34](=[O:38])[CH:33]=2)=[N:28][CH:29]=1. No catalyst specified. The product is [F:23][C:24]1[CH:25]=[CH:26][C:27]([CH2:30][O:31][C:32]2[CH:37]=[CH:36][N:35]([C:2]3[CH:7]=[CH:6][C:5]4[C:8]5[CH2:14][CH2:13][CH2:12][N:11]([C:15]([O:17][C:18]([CH3:21])([CH3:20])[CH3:19])=[O:16])[CH2:10][C:9]=5[S:22][C:4]=4[CH:3]=3)[C:34](=[O:38])[CH:33]=2)=[N:28][CH:29]=1. The yield is 0.590.